Predict which catalyst facilitates the given reaction. From a dataset of Catalyst prediction with 721,799 reactions and 888 catalyst types from USPTO. (1) Reactant: [N+:1]([C:4]1[CH:12]=[CH:11][C:7]([C:8](Cl)=[O:9])=[CH:6][CH:5]=1)([O-:3])=[O:2].[CH2:13]([OH:20])[C:14]1[CH:19]=[CH:18][CH:17]=[CH:16][CH:15]=1.C([O-])(O)=O.[Na+]. Product: [N+:1]([C:4]1[CH:12]=[CH:11][C:7]([C:8]([O:20][CH2:13][C:14]2[CH:19]=[CH:18][CH:17]=[CH:16][CH:15]=2)=[O:9])=[CH:6][CH:5]=1)([O-:3])=[O:2]. The catalyst class is: 64. (2) Product: [CH3:6][NH:7][C:8]([N:10]1[C:14]([CH2:15][CH3:16])=[C:13]([Cl:4])[C:12]([O:17][C:18]2[C:23]([Cl:24])=[CH:22][C:21]([C:25]([F:26])([F:27])[F:28])=[CH:20][N:19]=2)=[N:11]1)=[O:9]. Reactant: S(Cl)([Cl:4])(=O)=O.[CH3:6][NH:7][C:8]([N:10]1[C:14]([CH2:15][CH3:16])=[CH:13][C:12]([O:17][C:18]2[C:23]([Cl:24])=[CH:22][C:21]([C:25]([F:28])([F:27])[F:26])=[CH:20][N:19]=2)=[N:11]1)=[O:9]. The catalyst class is: 15. (3) Reactant: [CH3:1][C:2]1[CH:3]=[C:4]([CH:30]=[C:31]([CH3:33])[CH:32]=1)[CH2:5][N:6]([C:13]1[CH:18]=[CH:17][C:16]([C:19]2[CH:24]=[CH:23][C:22]([O:25][C:26]([F:29])([F:28])[F:27])=[CH:21][CH:20]=2)=[CH:15][CH:14]=1)[C:7](=[O:12])[C:8]([O:10]C)=[O:9].[OH-].[Na+:35]. Product: [Na+:35].[CH3:33][C:31]1[CH:30]=[C:4]([CH:3]=[C:2]([CH3:1])[CH:32]=1)[CH2:5][N:6]([C:13]1[CH:18]=[CH:17][C:16]([C:19]2[CH:24]=[CH:23][C:22]([O:25][C:26]([F:27])([F:28])[F:29])=[CH:21][CH:20]=2)=[CH:15][CH:14]=1)[C:7](=[O:12])[C:8]([O-:10])=[O:9]. The catalyst class is: 6. (4) Reactant: [C:1]([O:5][C:6]([NH:8][C@H:9]1[C:14](=[O:15])[O:13][C:11](=[O:12])[CH2:10]1)=[O:7])([CH3:4])([CH3:3])[CH3:2].[BH4-].[Na+:17].C(O)(=O)C.CO. Product: [C:1]([O:5][C:6]([NH:8][C@@H:9]([CH2:14][OH:15])[CH2:10][C:11]([O-:13])=[O:12])=[O:7])([CH3:3])([CH3:4])[CH3:2].[Na+:17]. The catalyst class is: 7. (5) Reactant: [CH2:1]([N:8]1[CH2:13][CH:12]=[C:11]([CH2:14][O:15][C:16]2[CH:21]=[CH:20][C:19]([Cl:22])=[CH:18][C:17]=2I)[CH2:10][CH2:9]1)[C:2]1[CH:7]=[CH:6][CH:5]=[CH:4][CH:3]=1.CC(N=NC(C#N)(C)C)(C#N)C.CCCC[SnH](CCCC)CCCC. Product: [CH2:1]([N:8]1[CH2:13][CH2:12][C:11]2([C:17]3[CH:18]=[C:19]([Cl:22])[CH:20]=[CH:21][C:16]=3[O:15][CH2:14]2)[CH2:10][CH2:9]1)[C:2]1[CH:7]=[CH:6][CH:5]=[CH:4][CH:3]=1.[ClH:22]. The catalyst class is: 48. (6) The catalyst class is: 24. Product: [NH2:1][C:2]1[CH:3]=[C:4]([CH:28]=[CH:29][CH:30]=1)[O:5][C:6]1[C:7]2[CH:25]=[CH:24][NH:23][C:8]=2[N:9]=[C:10]([NH:12][C:13]2[CH:14]=[N:15][N:16]([CH2:18][CH2:19][N:20]([CH3:22])[CH3:21])[CH:17]=2)[N:11]=1. Reactant: [NH2:1][C:2]1[CH:3]=[C:4]([CH:28]=[CH:29][CH:30]=1)[O:5][C:6]1[C:7]2[CH:25]=[CH:24][N:23](CO)[C:8]=2[N:9]=[C:10]([NH:12][C:13]2[CH:14]=[N:15][N:16]([CH2:18][CH2:19][N:20]([CH3:22])[CH3:21])[CH:17]=2)[N:11]=1.C([O-])([O-])=O.[K+].[K+]. (7) Reactant: [H-].[Na+].[CH2:3]([SH:10])[C:4]1[CH:9]=[CH:8][CH:7]=[CH:6][CH:5]=1.Br[CH2:12][CH2:13][CH2:14][CH2:15][O:16][C:17](=[O:19])[CH3:18]. Product: [CH2:3]([S:10][CH2:12][CH2:13][CH2:14][CH2:15][O:16][C:17](=[O:19])[CH3:18])[C:4]1[CH:9]=[CH:8][CH:7]=[CH:6][CH:5]=1. The catalyst class is: 3. (8) Reactant: [CH3:1][N:2]1[CH2:7][CH2:6][CH:5]([N:8]2[C:17]3[C:12](=[CH:13][CH:14]=[CH:15][CH:16]=3)[CH2:11][CH2:10][CH2:9]2)[CH2:4][CH2:3]1.C1C(=O)N([Br:25])C(=O)C1.O. Product: [Br:25][C:14]1[CH:13]=[C:12]2[C:17](=[CH:16][CH:15]=1)[N:8]([CH:5]1[CH2:4][CH2:3][N:2]([CH3:1])[CH2:7][CH2:6]1)[CH2:9][CH2:10][CH2:11]2. The catalyst class is: 3. (9) Reactant: C1(C[N:8]2[CH2:13][CH2:12][CH:11]([N:14]([CH2:28][CH:29]=[CH2:30])[C:15](=[O:27])[CH2:16][C:17]3[CH:22]=[CH:21][C:20]([S:23]([CH3:26])(=[O:25])=[O:24])=[CH:19][CH:18]=3)[CH2:10][CH2:9]2)C=CC=CC=1.ClC(OC(Cl)C)=O. Product: [NH:8]1[CH2:13][CH2:12][CH:11]([N:14]([CH2:28][CH:29]=[CH2:30])[C:15](=[O:27])[CH2:16][C:17]2[CH:22]=[CH:21][C:20]([S:23]([CH3:26])(=[O:24])=[O:25])=[CH:19][CH:18]=2)[CH2:10][CH2:9]1. The catalyst class is: 2.